Dataset: Reaction yield outcomes from USPTO patents with 853,638 reactions. Task: Predict the reaction yield, written as a fraction of the theoretical maximum amount of product (1.0 means a 100% yield; for example, 0.34 means a 34% yield). (1) The reactants are O[C:2]1([C:22]2[C:27]([O:28][CH2:29][O:30][CH3:31])=[CH:26][N:25]=[C:24]([O:32][CH3:33])[CH:23]=2)[C:10]2[C:5](=[CH:6][CH:7]=[CH:8][CH:9]=2)[N:4]([CH2:11][C:12]2[O:13][C:14]([C:17]([F:20])([F:19])[F:18])=[CH:15][CH:16]=2)[C:3]1=[O:21].C(N(CC)CC)C.S(Cl)(Cl)=O. The catalyst is ClCCl.[Zn]. The product is [CH3:33][O:32][C:24]1[CH:23]=[C:22]([CH:2]2[C:10]3[C:5](=[CH:6][CH:7]=[CH:8][CH:9]=3)[N:4]([CH2:11][C:12]3[O:13][C:14]([C:17]([F:19])([F:20])[F:18])=[CH:15][CH:16]=3)[C:3]2=[O:21])[C:27]([O:28][CH2:29][O:30][CH3:31])=[CH:26][N:25]=1. The yield is 0.470. (2) The reactants are [NH2:1][CH2:2][CH2:3][C:4]1[CH:9]=[CH:8][C:7]([OH:10])=[CH:6][CH:5]=1.Cl.C(=O)(O)[O-].[Na+].[C:17]([O:21][C:22](O[C:22]([O:21][C:17]([CH3:20])([CH3:19])[CH3:18])=[O:23])=[O:23])([CH3:20])([CH3:19])[CH3:18]. The catalyst is O.O1CCCC1. The product is [C:17]([O:21][C:22](=[O:23])[NH:1][CH2:2][CH2:3][C:4]1[CH:9]=[CH:8][C:7]([OH:10])=[CH:6][CH:5]=1)([CH3:20])([CH3:19])[CH3:18]. The yield is 1.00.